Regression/Classification. Given a drug SMILES string, predict its absorption, distribution, metabolism, or excretion properties. Task type varies by dataset: regression for continuous measurements (e.g., permeability, clearance, half-life) or binary classification for categorical outcomes (e.g., BBB penetration, CYP inhibition). Dataset: cyp1a2_veith. From a dataset of CYP1A2 inhibition data for predicting drug metabolism from PubChem BioAssay. (1) The drug is Cc1ccc(NC(=O)c2cccc(N(C)C)c2)cc1NC(=O)c1ccc(O)cc1. The result is 1 (inhibitor). (2) The molecule is c1cncc(CNc2ncncc2-c2cccnc2)c1. The result is 1 (inhibitor). (3) The molecule is O=C(NCc1cccnc1)C1CC2c3ccccc3C1c1ccccc12. The result is 0 (non-inhibitor).